Task: Predict which catalyst facilitates the given reaction.. Dataset: Catalyst prediction with 721,799 reactions and 888 catalyst types from USPTO (1) Reactant: [NH2:1][C:2]1[N:10]=[C:9]([F:11])[N:8]=[C:7]2[C:3]=1[N:4]=[C:5]([CH2:18][C:19]1[C:27]([I:28])=[CH:26][C:22]3[O:23][CH2:24][O:25][C:21]=3[CH:20]=1)[N:6]2[CH2:12][CH2:13][CH2:14][CH:15]([OH:17])C.[C:29]([O-])([O-])=O.[Ca+2].[S:34](Cl)(=[O:37])(=[O:36])[NH2:35]. Product: [NH2:1][C:2]1[N:10]=[C:9]([F:11])[N:8]=[C:7]2[C:3]=1[N:4]=[C:5]([CH2:18][C:19]1[C:27]([I:28])=[CH:26][C:22]3[O:23][CH2:24][O:25][C:21]=3[CH:20]=1)[N:6]2[CH:12]([CH3:29])[CH2:13][CH2:14][CH2:15][O:17][S:34](=[O:37])(=[O:36])[NH2:35]. The catalyst class is: 3. (2) Reactant: [Cl:1][C:2]1[C:7]([CH2:8]C(N(OC)C)=O)=[CH:6][CH:5]=[C:4]([CH3:15])[N:3]=1.[H-].C([Al+]CC(C)C)C(C)C.[OH-:26].[Na+]. Product: [Cl:1][C:2]1[N:3]=[C:4]([CH3:15])[CH:5]=[CH:6][C:7]=1[CH:8]=[O:26]. The catalyst class is: 4.